From a dataset of Experimentally validated miRNA-target interactions with 360,000+ pairs, plus equal number of negative samples. Binary Classification. Given a miRNA mature sequence and a target amino acid sequence, predict their likelihood of interaction. (1) The miRNA is hsa-miR-29b-2-5p with sequence CUGGUUUCACAUGGUGGCUUAG. The protein sequence of the target gene is MGPRNPSPDHLSESESEEEENISYLNESSGEEWDSSEEEDSMVPNLSPLESLAWQVKCLLKYSTTWKPLNPNSWLYHAKLLDPSTPVHILREIGLRLSHCSHCVPKLEPIPEWPPLASCGVPPFQKPLTSPSRLSRDHATLNGALQFATKQLSRTLSRATPIPEYLKQIPNSCVSGCCCGWLTKTVKETTRTEPINTTYSYTDFQKAVNKLLTASL. Result: 1 (interaction). (2) The miRNA is hsa-miR-888-5p with sequence UACUCAAAAAGCUGUCAGUCA. The protein sequence of the target gene is MVLNSLDKMIQLQKNTANIRNICVLAHVDHGKTTLADCLISSNGIISSRLAGKLRYMDSREDEQIRGITMKSSAISLHYATGNEEYLINLIDSPGHVDFSSEVSTAVRICDGCIIVVDAVEGVCPQTQAVLRQAWLENIRPVLVINKIDRLIVELKFTPQEAYSHLKNILEQINALTGTLFTSKVLEERAERETESQVNPNSEQGEQVYDWSTGLEDTDDSHLYFSPEQGNVVFTSAIDGWGFGIEHFARIYSQKIGIKKEVLMKTLWGDYYINMKAKKIMKGDQAKGKKPLFVQLILEN.... Result: 0 (no interaction). (3) The miRNA is hsa-miR-3175 with sequence CGGGGAGAGAACGCAGUGACGU. The protein sequence of the target gene is MAESIIIRVQSPDGVKRITATKRETAATFLKKVAKEFGFQNNGFSVYINRNKTGEITASSNKSLNLLKIKHGDLLFLFPSSLAGPSSEMETSVPPGFKVFGAPNVVEDEIDQYLSKQDGKIYRSRDPQLCRHGPLGKCVHCVPLEPFDEDYLNHLEPPVKHMSFHAYIRKLTGGADKGKFVALENISCKIKSGCEGHLPWPNGICTKCQPSAITLNRQKYRHVDNIMFENHTVADRFLDFWRKTGNQHFGYLYGRYTEHKDIPLGIRAEVAAIYEPPQIGTQNSLELLEDPKAEVVDEIA.... Result: 1 (interaction). (4) Result: 0 (no interaction). The protein sequence of the target gene is MRFREQFLGGSAAMPGATLQRACRLLVAVCALHLGVTLVYYLSGRDLSRLPQLVGVSSTLQGGTNGAAASKQPPGEQRPRGARPPPPLGVSPKPRPGLDSSPGAASGPGLKSNLSSLPVPTTTGLLSLPACPEESPLLVGPMLIDFNIAVDLELLAKKNPEIKTGGRYSPKDCVSPHKVAIIIPFRNRQEHLKYWLYYLHPILQRQQLDYGIYVINQAGDTMFNRAKLLNIGFQEALKDYDYNCFVFSDVDLIPMDDRNAYRCFSQPRHISVAMDKFGFSLPYVQYFGGVSALSKQQFLA.... The miRNA is hsa-miR-320c with sequence AAAAGCUGGGUUGAGAGGGU.